This data is from Forward reaction prediction with 1.9M reactions from USPTO patents (1976-2016). The task is: Predict the product of the given reaction. Given the reactants [NH2:1][C:2]1[CH:3]=[CH:4][C:5]([CH3:25])=[C:6]([C:8]#[C:9][C:10]2[CH:11]=[N:12][C:13]([NH:16][CH2:17][CH2:18][N:19]3[CH2:24][CH2:23][O:22][CH2:21][CH2:20]3)=[N:14][CH:15]=2)[CH:7]=1.[N:26]1([C:32]2[CH:33]=[C:34]([CH:38]=[CH:39][CH:40]=2)[C:35](O)=[O:36])[CH2:31][CH2:30][O:29][CH2:28][CH2:27]1, predict the reaction product. The product is: [CH3:25][C:5]1[CH:4]=[CH:3][C:2]([NH:1][C:35](=[O:36])[C:34]2[CH:38]=[CH:39][CH:40]=[C:32]([N:26]3[CH2:31][CH2:30][O:29][CH2:28][CH2:27]3)[CH:33]=2)=[CH:7][C:6]=1[C:8]#[C:9][C:10]1[CH:11]=[N:12][C:13]([NH:16][CH2:17][CH2:18][N:19]2[CH2:24][CH2:23][O:22][CH2:21][CH2:20]2)=[N:14][CH:15]=1.